This data is from hERG Central: cardiac toxicity at 1µM, 10µM, and general inhibition. The task is: Predict hERG channel inhibition at various concentrations. (1) The compound is Cc1ccccc1N1C(=O)C(Oc2ccc(Cl)cc2)C1CNCCCOC(C)C. Results: hERG_inhib (hERG inhibition (general)): blocker. (2) The drug is CC(=O)COC(=O)C1CCN(S(=O)(=O)c2cc([N+](=O)[O-])ccc2Cl)CC1. Results: hERG_inhib (hERG inhibition (general)): blocker. (3) The molecule is CN1CCN(S(=O)(=O)c2ccc(Nc3ccc(F)cc3)c([N+](=O)[O-])c2)CC1. Results: hERG_inhib (hERG inhibition (general)): blocker. (4) The molecule is CC(C)Cc1nc2oc3c(NCc4cccnc4)ncnc3c2c2c1CCC2. Results: hERG_inhib (hERG inhibition (general)): blocker.